The task is: Regression. Given a target protein amino acid sequence and a drug SMILES string, predict the binding affinity score between them. We predict pIC50 (pIC50 = -log10(IC50 in M); higher means more potent). Dataset: bindingdb_ic50.. This data is from Drug-target binding data from BindingDB using IC50 measurements. The small molecule is CN(C)c1ccc2nc3c(C(=O)O)cc(=O)c(O)c-3oc2c1.Cl. The target protein (O75581) has sequence MGAVLRSLLACSFCVLLRAAPLLLYANRRDLRLVDATNGKENATIVVGGLEDAAAVDFVFSHGLIYWSDVSEEAIKRTEFNKTESVQNVVVSGLLSPDGLACDWLGEKLYWTDSETNRIEVSNLDGSLRKVLFWQELDQPRAIALDPSSGFMYWTDWGEVPKIERAGMDGSSRFIIINSEIYWPNGLTLDYEEQKLYWADAKLNFIHKSNLDGTNRQAVVKGSLPHPFALTLFEDILYWTDWSTHSILACNKYTGEGLREIHSDIFSPMDIHAFSQQRQPNATNPCGIDNGGCSHLCLMSPVKPFYQCACPTGVKLLENGKTCKDGATELLLLARRTDLRRISLDTPDFTDIVLQLEDIRHAIAIDYDPVEGYIYWTDDEVRAIRRSFIDGSGSQFVVTAQIAHPDGIAVDWVARNLYWTDTGTDRIEVTRLNGTMRKILISEDLEEPRAIVLDPMVGYMYWTDWGEIPKIERAALDGSDRVVLVNTSLGWPNGLALDYD.... The pIC50 is 5.2.